Predict which catalyst facilitates the given reaction. From a dataset of Catalyst prediction with 721,799 reactions and 888 catalyst types from USPTO. (1) Reactant: [CH3:1][O:2][C:3]1[CH:11]=[C:10]([O:12][C:13]([F:16])([F:15])[F:14])[CH:9]=[CH:8][C:4]=1[C:5]([OH:7])=O.C(N(C(C)C)C(C)C)C.CN(C(ON1N=NC2C=CC=NC1=2)=[N+](C)C)C.F[P-](F)(F)(F)(F)F.[C:50]([CH:52]([NH:61][C:62]([C:64]1[N:65]=[N:66][N:67]([CH2:69][CH2:70][NH2:71])[CH:68]=1)=[O:63])[C:53]1[CH:58]=[CH:57][C:56]([CH2:59][CH3:60])=[CH:55][CH:54]=1)#[N:51]. Product: [C:50]([CH:52]([NH:61][C:62]([C:64]1[N:65]=[N:66][N:67]([CH2:69][CH2:70][NH:71][C:5](=[O:7])[C:4]2[CH:8]=[CH:9][C:10]([O:12][C:13]([F:16])([F:15])[F:14])=[CH:11][C:3]=2[O:2][CH3:1])[CH:68]=1)=[O:63])[C:53]1[CH:58]=[CH:57][C:56]([CH2:59][CH3:60])=[CH:55][CH:54]=1)#[N:51]. The catalyst class is: 80. (2) Reactant: [S:1]1[C:5]([C:6]2[CH:7]=[C:8]([CH:14]=[CH:15][CH:16]=2)[C:9](OCC)=[O:10])=[CH:4][N:3]=[CH:2]1.CC(C[AlH]CC(C)C)C.[OH-].[Na+].C([O-])(O)=O.[Na+]. Product: [S:1]1[C:5]([C:6]2[CH:7]=[C:8]([CH2:9][OH:10])[CH:14]=[CH:15][CH:16]=2)=[CH:4][N:3]=[CH:2]1. The catalyst class is: 93. (3) Reactant: Cl.[CH3:2][O:3][C:4](=[O:11])[C@H:5]([CH2:7][CH:8]([CH3:10])[CH3:9])[NH2:6].[O-]S([O-])(=O)=O.[Mg+2].[CH3:18][C:19](=[CH:21][CH2:22][CH2:23][CH:24]([CH2:26][CH:27]=O)[CH3:25])[CH3:20].CCN(CC)CC.[BH4-].[Na+]. Product: [CH3:25][CH:24]([CH2:23][CH2:22][CH:21]=[C:19]([CH3:20])[CH3:18])[CH2:26][CH2:27][NH:6][C@@H:5]([CH2:7][CH:8]([CH3:10])[CH3:9])[C:4]([O:3][CH3:2])=[O:11]. The catalyst class is: 92. (4) Reactant: C([O:3][C:4]([C:6]1[S:10][C:9]([NH:11][C:12]([O:14][C:15]([CH3:18])([CH3:17])[CH3:16])=[O:13])=[N:8][C:7]=1[C:19]([F:22])([F:21])[F:20])=[O:5])C.[OH-].[K+].O.Cl. Product: [C:15]([O:14][C:12]([NH:11][C:9]1[S:10][C:6]([C:4]([OH:5])=[O:3])=[C:7]([C:19]([F:21])([F:22])[F:20])[N:8]=1)=[O:13])([CH3:18])([CH3:16])[CH3:17]. The catalyst class is: 219.